Dataset: Reaction yield outcomes from USPTO patents with 853,638 reactions. Task: Predict the reaction yield, written as a fraction of the theoretical maximum amount of product (1.0 means a 100% yield; for example, 0.34 means a 34% yield). (1) The reactants are [C:1](/[C:3](/[C:27]1[CH:32]=[CH:31][C:30]([O:33][CH3:34])=[C:29]([O:35][CH3:36])[CH:28]=1)=[CH:4]\[C:5]1[S:9][C:8]([N:10]2[CH2:15][CH2:14][CH:13]([O:16][C:17](=[O:26])[CH2:18][N:19]3[CH2:24][CH2:23][CH:22](O)[CH2:21][CH2:20]3)[CH2:12][CH2:11]2)=[CH:7][CH:6]=1)#[N:2].[CH2:37](N(CC)CC)[CH3:38]. No catalyst specified. The product is [C:1](/[C:3](/[C:27]1[CH:32]=[CH:31][C:30]([O:33][CH3:34])=[C:29]([O:35][CH3:36])[CH:28]=1)=[CH:4]\[C:5]1[S:9][C:8]([N:10]2[CH2:11][CH2:12][CH:13]([O:16][C:17](=[O:26])[CH2:18][N:19]3[CH2:38][CH2:37][CH2:24][CH2:23][CH2:22][CH2:21][CH2:20]3)[CH2:14][CH2:15]2)=[CH:7][CH:6]=1)#[N:2]. The yield is 0.710. (2) The reactants are [C:1]12([CH2:11][OH:12])[CH2:10][CH:5]3[CH2:6][CH:7]([CH2:9][CH:3]([CH2:4]3)[CH2:2]1)[CH2:8]2.[Cl:13][C:14]1[C:15](Cl)=[N:16][CH:17]=[C:18]([CH:22]=1)[C:19]([OH:21])=[O:20].CC(C)([O-])C.[K+]. The catalyst is CS(C)=O.C(OCC)(=O)C.Cl. The product is [C:1]12([CH2:11][O:12][C:15]3[C:14]([Cl:13])=[CH:22][C:18]([C:19]([OH:21])=[O:20])=[CH:17][N:16]=3)[CH2:8][CH:7]3[CH2:6][CH:5]([CH2:4][CH:3]([CH2:9]3)[CH2:2]1)[CH2:10]2. The yield is 0.420. (3) The reactants are [NH2:1][CH2:2][CH2:3][CH:4]1[C:12]2[C:7](=[CH:8][CH:9]=[CH:10][CH:11]=2)[N:6]([CH3:13])[C:5]1=[O:14].CCN(C(C)C)C(C)C.[C:24]([C:26]1[C:27]([NH:36][C@@H:37]2[CH2:40][C@H:39]([C:41]([NH2:43])=[O:42])[C:38]2([CH3:45])[CH3:44])=[N:28][C:29](S(C)(=O)=O)=[N:30][CH:31]=1)#[N:25]. The catalyst is O. The product is [C:24]([C:26]1[C:27]([NH:36][C@@H:37]2[CH2:40][C@H:39]([C:41]([NH2:43])=[O:42])[C:38]2([CH3:45])[CH3:44])=[N:28][C:29]([NH:1][CH2:2][CH2:3][CH:4]2[C:12]3[C:7](=[CH:8][CH:9]=[CH:10][CH:11]=3)[N:6]([CH3:13])[C:5]2=[O:14])=[N:30][CH:31]=1)#[N:25]. The yield is 0.0800. (4) The reactants are [CH3:1][O:2][C:3]1[C:4]([CH2:16][CH:17]([C:19]2[CH:24]=[CH:23][CH:22]=[CH:21][CH:20]=2)[CH3:18])=[C:5](/[CH:9]=[CH:10]\[C:11]([O:13][CH2:14][CH3:15])=[O:12])[CH:6]=[CH:7][CH:8]=1.[H][H]. The catalyst is CCO.[Pd]. The product is [CH3:1][O:2][C:3]1[C:4]([CH2:16][CH:17]([C:19]2[CH:20]=[CH:21][CH:22]=[CH:23][CH:24]=2)[CH3:18])=[C:5]([CH2:9][CH2:10][C:11]([O:13][CH2:14][CH3:15])=[O:12])[CH:6]=[CH:7][CH:8]=1. The yield is 0.960. (5) The reactants are [NH2:1][C:2]1[N:3]=[CH:4][C:5]2[S:10][C:9](=[O:11])[NH:8][C:6]=2[N:7]=1.C(O)(=O)C.C(O)(=O)C.C(O)(=O)C.C(O)(=O)C.C(O[C@@H:32]1[O:44][C@H:43]([CH2:45][O:46][C:47](=[O:49])[CH3:48])[C@@H:38]([O:39][C:40](=[O:42])[CH3:41])[C@H:33]1[O:34][C:35](=[O:37])[CH3:36])(=O)C.P(O)(OC1C=CC([N+]([O-])=O)=CC=1)(OC1C=CC([N+]([O-])=O)=CC=1)=O. No catalyst specified. The product is [NH2:1][C:2]1[N:3]=[CH:4][C:5]2[S:10][C:9](=[O:11])[N:8]([C@@H:32]3[O:44][C@H:43]([CH2:45][O:46][C:47](=[O:49])[CH3:48])[C@@H:38]([O:39][C:40](=[O:42])[CH3:41])[C@H:33]3[O:34][C:35](=[O:37])[CH3:36])[C:6]=2[N:7]=1. The yield is 0.400. (6) The reactants are [CH3:1][C:2]1[C:3]([C:26]2[CH:31]=[CH:30][CH:29]=[CH:28][CH:27]=2)=[C:4]([O:12][C:13]2[CH:18]=[CH:17][C:16](/[CH:19]=[CH:20]/[C:21]([O:23]CC)=[O:22])=[CH:15][CH:14]=2)[C:5]2[C:10]([CH:11]=1)=[CH:9][CH:8]=[CH:7][CH:6]=2.[OH-].[Na+]. The catalyst is C1COCC1.CCO. The product is [CH3:1][C:2]1[C:3]([C:26]2[CH:31]=[CH:30][CH:29]=[CH:28][CH:27]=2)=[C:4]([O:12][C:13]2[CH:18]=[CH:17][C:16](/[CH:19]=[CH:20]/[C:21]([OH:23])=[O:22])=[CH:15][CH:14]=2)[C:5]2[C:10]([CH:11]=1)=[CH:9][CH:8]=[CH:7][CH:6]=2. The yield is 0.790.